The task is: Regression. Given a peptide amino acid sequence and an MHC pseudo amino acid sequence, predict their binding affinity value. This is MHC class II binding data.. This data is from Peptide-MHC class II binding affinity with 134,281 pairs from IEDB. (1) The peptide sequence is MSGRKAQGKTLGVNM. The MHC is HLA-DQA10501-DQB10302 with pseudo-sequence HLA-DQA10501-DQB10302. The binding affinity (normalized) is 0.310. (2) The MHC is HLA-DQA10501-DQB10201 with pseudo-sequence HLA-DQA10501-DQB10201. The binding affinity (normalized) is 0.179. The peptide sequence is LPADLMIRIIAQGPK. (3) The binding affinity (normalized) is 0.118. The peptide sequence is YTVALFLAVALVAGP. The MHC is HLA-DPA10103-DPB10401 with pseudo-sequence HLA-DPA10103-DPB10401. (4) The peptide sequence is IHGWFAVDFTAAELV. The MHC is HLA-DQA10301-DQB10302 with pseudo-sequence HLA-DQA10301-DQB10302. The binding affinity (normalized) is 0.597. (5) The peptide sequence is GGESFGIVVAWKVRL. The MHC is HLA-DPA10103-DPB10201 with pseudo-sequence HLA-DPA10103-DPB10201. The binding affinity (normalized) is 0.499. (6) The peptide sequence is EPGHLAPTGMFVAAA. The MHC is HLA-DPA10301-DPB10402 with pseudo-sequence HLA-DPA10301-DPB10402. The binding affinity (normalized) is 0.260. (7) The peptide sequence is SEPGKYTAYEGQRVVF. The MHC is HLA-DPA10201-DPB11401 with pseudo-sequence HLA-DPA10201-DPB11401. The binding affinity (normalized) is 0.179. (8) The peptide sequence is RTATLILAGVSLLPV. The MHC is DRB1_0301 with pseudo-sequence DRB1_0301. The binding affinity (normalized) is 0.615.